The task is: Predict the reaction yield, written as a fraction of the theoretical maximum amount of product (1.0 means a 100% yield; for example, 0.34 means a 34% yield).. This data is from Reaction yield outcomes from USPTO patents with 853,638 reactions. (1) The reactants are [C:1]([O:5][C:6]([NH:8][CH:9]1[CH2:12][NH:11][CH2:10]1)=[O:7])([CH3:4])([CH3:3])[CH3:2].Br[C:14]1[S:15][C:16]([C:22]([O:24][CH2:25][CH3:26])=[O:23])=[C:17]([CH2:19][CH2:20][CH3:21])[N:18]=1.C(N(C(C)C)CC)(C)C. No catalyst specified. The product is [C:1]([O:5][C:6]([NH:8][CH:9]1[CH2:10][N:11]([C:14]2[S:15][C:16]([C:22]([O:24][CH2:25][CH3:26])=[O:23])=[C:17]([CH2:19][CH2:20][CH3:21])[N:18]=2)[CH2:12]1)=[O:7])([CH3:4])([CH3:2])[CH3:3]. The yield is 0.710. (2) The reactants are [CH2:1]([O:3][C:4]#[CH:5])[CH3:2].[BH3:6].[OH:7][C:8]([C:11]([OH:14])([CH3:13])[CH3:12])([CH3:10])[CH3:9]. The catalyst is C(Cl)Cl. The product is [CH2:4]([O:3]/[CH:1]=[CH:2]/[B:6]1[O:14][C:11]([CH3:13])([CH3:12])[C:8]([CH3:10])([CH3:9])[O:7]1)[CH3:5]. The yield is 0.910. (3) The reactants are Br[C:2]1[C:3]([CH3:15])=[C:4]([O:13][CH3:14])[C:5]2[O:9][CH:8]([CH3:10])[CH2:7][C:6]=2[C:11]=1[CH3:12].[CH3:16][C:17]1[CH:22]=[CH:21][C:20]([N:23]2[CH2:28][CH2:27][NH:26][CH2:25][CH2:24]2)=[CH:19][CH:18]=1. No catalyst specified. The product is [CH3:14][O:13][C:4]1[C:5]2[O:9][CH:8]([CH3:10])[CH2:7][C:6]=2[C:11]([CH3:12])=[C:2]([N:26]2[CH2:27][CH2:28][N:23]([C:20]3[CH:21]=[CH:22][C:17]([CH3:16])=[CH:18][CH:19]=3)[CH2:24][CH2:25]2)[C:3]=1[CH3:15]. The yield is 0.420.